From a dataset of Catalyst prediction with 721,799 reactions and 888 catalyst types from USPTO. Predict which catalyst facilitates the given reaction. (1) Reactant: [Br:1][C:2]1[C:3]([CH3:9])=[N:4][C:5]([F:8])=[CH:6][CH:7]=1.[Br:10]N1C(=O)CCC1=O.O. Product: [Br:1][C:2]1[C:3]([CH2:9][Br:10])=[N:4][C:5]([F:8])=[CH:6][CH:7]=1. The catalyst class is: 734. (2) Reactant: CN([C:4]([O:8]N1N=NC2C=CC=CC1=2)=[N+](C)C)C.[B-](F)(F)(F)F.[CH3:23][N:24]1[CH2:29][CH2:28]OC[CH2:25]1.[NH2:30][C:31]1[N:40]=[C:39]([C:41]([N:43]2[CH2:51][C:50]3[C:45](=[CH:46][CH:47]=[CH:48][CH:49]=3)[CH2:44]2)=[O:42])[C:38]2[C:33](=[CH:34][CH:35]=[C:36]([C:52]3[CH:57]=[C:56]([F:58])[C:55]([F:59])=[CH:54][C:53]=3[CH2:60][NH2:61])[CH:37]=2)[N:32]=1.Cl. Product: [NH2:30][C:31]1[N:40]=[C:39]([C:41]([N:43]2[CH2:44][C:45]3[C:50](=[CH:49][CH:48]=[CH:47][CH:46]=3)[CH2:51]2)=[O:42])[C:38]2[C:33](=[CH:34][CH:35]=[C:36]([C:52]3[CH:57]=[C:56]([F:58])[C:55]([F:59])=[CH:54][C:53]=3[CH2:60][NH:61][C:4](=[O:8])[CH2:28][CH2:29][N:24]([CH3:23])[CH3:25])[CH:37]=2)[N:32]=1. The catalyst class is: 3. (3) Reactant: C([O:4][CH2:5][CH:6]1[O:11][C:10]2=[CH:12][S:13][CH:14]=[C:9]2[O:8][CH2:7]1)(=O)C.[OH-].[Na+]. Product: [O:8]1[CH2:7][CH:6]([CH2:5][OH:4])[O:11][C:10]2=[CH:12][S:13][CH:14]=[C:9]12. The catalyst class is: 6. (4) Reactant: [CH2:1]([O:8][C:9]1[CH:16]=[CH:15][C:12](C=O)=[CH:11][C:10]=1[Cl:17])[C:2]1[CH:7]=[CH:6][CH:5]=[CH:4][CH:3]=1.C1C=C(Cl)C=C(C(OO)=[O:26])C=1. Product: [CH2:1]([O:8][C:9]1[CH:16]=[CH:15][C:12]([OH:26])=[CH:11][C:10]=1[Cl:17])[C:2]1[CH:7]=[CH:6][CH:5]=[CH:4][CH:3]=1. The catalyst class is: 2. (5) Reactant: [BH4-].[Li+].[C:3]([O:7][C:8]([NH:10][C:11]1[CH:16]=[CH:15][CH:14]=[CH:13][C:12]=1[NH:17][C:18]([C:20]1[CH:25]=[CH:24][C:23]([C:26](OC)=[O:27])=[CH:22][N:21]=1)=[O:19])=[O:9])([CH3:6])([CH3:5])[CH3:4].O.Cl. Product: [C:3]([O:7][C:8]([NH:10][C:11]1[CH:16]=[CH:15][CH:14]=[CH:13][C:12]=1[NH:17][C:18]([C:20]1[CH:25]=[CH:24][C:23]([CH2:26][OH:27])=[CH:22][N:21]=1)=[O:19])=[O:9])([CH3:6])([CH3:4])[CH3:5]. The catalyst class is: 1. (6) Reactant: O.[OH-].[Li+].[C:4]([O:8][C:9]([NH:11][C:12]1[CH:13]=[C:14]([C:18]2[N:22]([CH3:23])[C:21]3[CH:24]=[CH:25][C:26]([C:28]([O:30]C)=[O:29])=[CH:27][C:20]=3[N:19]=2)[N:15]([CH3:17])[CH:16]=1)=[O:10])([CH3:7])([CH3:6])[CH3:5]. Product: [C:4]([O:8][C:9]([NH:11][C:12]1[CH:13]=[C:14]([C:18]2[N:22]([CH3:23])[C:21]3[CH:24]=[CH:25][C:26]([C:28]([OH:30])=[O:29])=[CH:27][C:20]=3[N:19]=2)[N:15]([CH3:17])[CH:16]=1)=[O:10])([CH3:7])([CH3:5])[CH3:6]. The catalyst class is: 58. (7) Reactant: Br[C:2]1[CH:7]=[CH:6][N:5]=[C:4]([C:8]([F:11])([F:10])[F:9])[CH:3]=1.C([Li])(C)(C)C.[Br:17][C:18]1[CH:19]=[C:20](/[C:26](/[C:34]2[CH:39]=[CH:38][CH:37]=[C:36]([F:40])[C:35]=2[C:41]#[N:42])=[N:27]\S(C(C)(C)C)=O)[CH:21]=[CH:22][C:23]=1[O:24][CH3:25].Cl.CO. Product: [Br:17][C:18]1[CH:19]=[C:20]([C:26]2([C:2]3[CH:7]=[CH:6][N:5]=[C:4]([C:8]([F:11])([F:10])[F:9])[CH:3]=3)[C:34]3[C:35](=[C:36]([F:40])[CH:37]=[CH:38][CH:39]=3)[C:41]([NH2:42])=[N:27]2)[CH:21]=[CH:22][C:23]=1[O:24][CH3:25]. The catalyst class is: 1.